This data is from Forward reaction prediction with 1.9M reactions from USPTO patents (1976-2016). The task is: Predict the product of the given reaction. (1) Given the reactants C1([NH:5][C:6]2[C:7]3[CH:31]=[CH:30][NH:29][C:8]=3[N:9]=[C:10]([NH:12]C3C=CC(S(N4CCC(O)CC4)(=O)=O)=CC=3)[N:11]=2)CCC1.CS(CC1C=CC(N)=CC=1)(=O)=O, predict the reaction product. The product is: [N:9]1[C:8]2[NH:29][CH:30]=[CH:31][C:7]=2[C:6]([NH2:5])=[N:11][C:10]=1[NH2:12]. (2) The product is: [I:21][C:8]1[CH:7]=[C:6]([C:11]2[CH:16]=[CH:15][CH:14]=[CH:13][C:12]=2[C:17]([F:18])([F:19])[F:20])[CH:5]=[C:4]([N+:1]([O-:3])=[O:2])[C:9]=1[NH2:10]. Given the reactants [N+:1]([C:4]1[CH:5]=[C:6]([C:11]2[CH:16]=[CH:15][CH:14]=[CH:13][C:12]=2[C:17]([F:20])([F:19])[F:18])[CH:7]=[CH:8][C:9]=1[NH2:10])([O-:3])=[O:2].[I:21]I, predict the reaction product. (3) Given the reactants [C:1]12([CH2:11][C:12]([NH:14][C:15]3[CH:24]=[CH:23][C:22]([N:25]([CH2:33][CH2:34][N:35](C(OC(C)(C)C)=O)[CH2:36][CH2:37][OH:38])C(=O)OC(C)(C)C)=[C:21]4[C:16]=3[CH:17]=[CH:18][CH:19]=[N:20]4)=[O:13])[CH2:10][CH:5]3[CH2:6][CH:7]([CH2:9][CH:3]([CH2:4]3)[CH2:2]1)[CH2:8]2.[ClH:46], predict the reaction product. The product is: [ClH:46].[ClH:46].[ClH:46].[C:1]12([CH2:11][C:12]([NH:14][C:15]3[CH:24]=[CH:23][C:22]([NH:25][CH2:33][CH2:34][NH:35][CH2:36][CH2:37][OH:38])=[C:21]4[C:16]=3[CH:17]=[CH:18][CH:19]=[N:20]4)=[O:13])[CH2:10][CH:5]3[CH2:4][CH:3]([CH2:9][CH:7]([CH2:6]3)[CH2:8]1)[CH2:2]2. (4) Given the reactants [OH:1][CH:2]([CH3:17])[CH2:3][CH2:4][CH2:5][O:6][S:7]([C:10]1[CH:15]=[CH:14][C:13]([CH3:16])=[CH:12][CH:11]=1)(=[O:9])=[O:8].CCN(CC)CC.[C:25](OC(=O)C)(=[O:27])[CH3:26], predict the reaction product. The product is: [CH3:17][CH:2]([O:1][C:25](=[O:27])[CH3:26])[CH2:3][CH2:4][CH2:5][O:6][S:7]([C:10]1[CH:11]=[CH:12][C:13]([CH3:16])=[CH:14][CH:15]=1)(=[O:9])=[O:8].